Task: Regression. Given two drug SMILES strings and cell line genomic features, predict the synergy score measuring deviation from expected non-interaction effect.. Dataset: NCI-60 drug combinations with 297,098 pairs across 59 cell lines (1) Drug 1: C1C(C(OC1N2C=NC3=C2NC=NCC3O)CO)O. Drug 2: CC12CCC3C(C1CCC2OP(=O)(O)O)CCC4=C3C=CC(=C4)OC(=O)N(CCCl)CCCl.[Na+]. Cell line: SNB-19. Synergy scores: CSS=3.52, Synergy_ZIP=3.78, Synergy_Bliss=8.75, Synergy_Loewe=1.30, Synergy_HSA=2.56. (2) Drug 1: C1CN1P(=S)(N2CC2)N3CC3. Drug 2: C1=CC=C(C=C1)NC(=O)CCCCCCC(=O)NO. Cell line: SN12C. Synergy scores: CSS=21.5, Synergy_ZIP=-0.314, Synergy_Bliss=5.59, Synergy_Loewe=2.20, Synergy_HSA=5.67. (3) Drug 1: C1=NC2=C(N=C(N=C2N1C3C(C(C(O3)CO)O)F)Cl)N. Drug 2: CC(C)NC(=O)C1=CC=C(C=C1)CNNC.Cl. Cell line: BT-549. Synergy scores: CSS=0.563, Synergy_ZIP=-5.17, Synergy_Bliss=-3.40, Synergy_Loewe=-20.3, Synergy_HSA=-4.06. (4) Drug 1: C1=CC(=CC=C1CCC2=CNC3=C2C(=O)NC(=N3)N)C(=O)NC(CCC(=O)O)C(=O)O. Drug 2: C1C(C(OC1N2C=NC3=C(N=C(N=C32)Cl)N)CO)O. Cell line: KM12. Synergy scores: CSS=-17.5, Synergy_ZIP=-8.48, Synergy_Bliss=-33.3, Synergy_Loewe=-30.8, Synergy_HSA=-30.1. (5) Drug 1: CS(=O)(=O)C1=CC(=C(C=C1)C(=O)NC2=CC(=C(C=C2)Cl)C3=CC=CC=N3)Cl. Drug 2: CN(C)C1=NC(=NC(=N1)N(C)C)N(C)C. Cell line: NCI/ADR-RES. Synergy scores: CSS=-1.57, Synergy_ZIP=-2.19, Synergy_Bliss=-5.74, Synergy_Loewe=-11.9, Synergy_HSA=-7.48. (6) Drug 1: C1=CC(=CC=C1CCCC(=O)O)N(CCCl)CCCl. Drug 2: CC1=C2C(C(=O)C3(C(CC4C(C3C(C(C2(C)C)(CC1OC(=O)C(C(C5=CC=CC=C5)NC(=O)C6=CC=CC=C6)O)O)OC(=O)C7=CC=CC=C7)(CO4)OC(=O)C)O)C)OC(=O)C. Cell line: HOP-92. Synergy scores: CSS=41.1, Synergy_ZIP=-10.2, Synergy_Bliss=-5.70, Synergy_Loewe=-1.81, Synergy_HSA=0.586. (7) Drug 1: CC12CCC3C(C1CCC2=O)CC(=C)C4=CC(=O)C=CC34C. Drug 2: CCCS(=O)(=O)NC1=C(C(=C(C=C1)F)C(=O)C2=CNC3=C2C=C(C=N3)C4=CC=C(C=C4)Cl)F. Cell line: HCC-2998. Synergy scores: CSS=27.9, Synergy_ZIP=7.63, Synergy_Bliss=3.44, Synergy_Loewe=-5.31, Synergy_HSA=-5.45. (8) Drug 1: CC12CCC3C(C1CCC2=O)CC(=C)C4=CC(=O)C=CC34C. Drug 2: CC(C1=C(C=CC(=C1Cl)F)Cl)OC2=C(N=CC(=C2)C3=CN(N=C3)C4CCNCC4)N. Cell line: A498. Synergy scores: CSS=22.9, Synergy_ZIP=-1.58, Synergy_Bliss=-2.25, Synergy_Loewe=-5.68, Synergy_HSA=-2.12.